This data is from Reaction yield outcomes from USPTO patents with 853,638 reactions. The task is: Predict the reaction yield, written as a fraction of the theoretical maximum amount of product (1.0 means a 100% yield; for example, 0.34 means a 34% yield). (1) The reactants are C[O:2][C:3](=[O:13])[CH:4]([C:6]1[CH:11]=[CH:10][C:9]([Cl:12])=[CH:8][CH:7]=1)[OH:5].[Br:14][C:15]1[CH:20]=[CH:19][C:18]([OH:21])=[CH:17][CH:16]=1.[NH2:22][C:23]1[CH:28]=[CH:27][CH:26]=[CH:25][N:24]=1. The catalyst is C1COCC1. The product is [Br:14][C:15]1[CH:20]=[CH:19][C:18]([O:5][CH:4]([C:6]2[CH:11]=[CH:10][C:9]([Cl:12])=[CH:8][CH:7]=2)[C:3]([OH:2])=[O:13])=[CH:17][CH:16]=1.[Br:14][C:15]1[CH:20]=[CH:19][C:18]([O:21][CH:4]([C:6]2[CH:7]=[CH:8][C:9]([Cl:12])=[CH:10][CH:11]=2)[C:3]([NH:22][C:23]2[CH:28]=[CH:27][CH:26]=[CH:25][N:24]=2)=[O:13])=[CH:17][CH:16]=1. The yield is 0.540. (2) The reactants are Cl.Cl.[CH2:3]1[C@H:8]2[CH2:9][NH:10][CH2:11][CH2:12][N:7]2[CH2:6][CH2:5][O:4]1.[Cl:13][C:14]1[N:19]=[C:18]([N:20]([C:36]([O:38][C:39]([CH3:42])([CH3:41])[CH3:40])=[O:37])[N:21]([C:29]([O:31][C:32]([CH3:35])([CH3:34])[CH3:33])=[O:30])[C:22]([O:24][C:25]([CH3:28])([CH3:27])[CH3:26])=[O:23])[C:17]([F:43])=[C:16](Cl)[N:15]=1.C(N(CC)C(C)C)(C)C. The catalyst is CN(C=O)C.CCOCC. The product is [Cl:13][C:14]1[N:19]=[C:18]([N:20]([C:36]([O:38][C:39]([CH3:42])([CH3:41])[CH3:40])=[O:37])[N:21]([C:22]([O:24][C:25]([CH3:26])([CH3:27])[CH3:28])=[O:23])[C:29]([O:31][C:32]([CH3:33])([CH3:34])[CH3:35])=[O:30])[C:17]([F:43])=[C:16]([N:10]2[CH2:11][CH2:12][N:7]3[C@@H:8]([CH2:3][O:4][CH2:5][CH2:6]3)[CH2:9]2)[N:15]=1. The yield is 0.900. (3) The reactants are B.O1CCCC1.[N+:7]([C:10]1[CH:11]=[C:12]([CH:16]=[CH:17][C:18]=1[N+:19]([O-:21])=[O:20])[C:13](O)=[O:14])([O-:9])=[O:8]. The catalyst is O1CCCC1. The product is [N+:7]([C:10]1[CH:11]=[C:12]([CH2:13][OH:14])[CH:16]=[CH:17][C:18]=1[N+:19]([O-:21])=[O:20])([O-:9])=[O:8]. The yield is 1.00. (4) The reactants are [NH2:1][C:2]1[CH:32]=[CH:31][C:5]([C:6]([N:8]2[CH2:12][CH2:11][C@@H:10]([NH:13][C:14]3[N:19]=[C:18]([C:20]4[C:28]5[C:23](=[CH:24][CH:25]=[CH:26][CH:27]=5)[NH:22][CH:21]=4)[C:17]([C:29]#[N:30])=[CH:16][N:15]=3)[CH2:9]2)=[O:7])=[CH:4][CH:3]=1.CCN(C(C)C)C(C)C.Br[CH2:43]/[CH:44]=[CH:45]/[C:46](Cl)=[O:47].[CH3:49][N:50]1[CH2:55][CH2:54][NH:53][CH2:52][CH2:51]1. The catalyst is C1COCC1. The product is [C:29]([C:17]1[C:18]([C:20]2[C:28]3[C:23](=[CH:24][CH:25]=[CH:26][CH:27]=3)[NH:22][CH:21]=2)=[N:19][C:14]([NH:13][C@@H:10]2[CH2:11][CH2:12][N:8]([C:6]([C:5]3[CH:4]=[CH:3][C:2]([NH:1][C:46](=[O:47])/[CH:45]=[CH:44]/[CH2:43][N:53]4[CH2:54][CH2:55][N:50]([CH3:49])[CH2:51][CH2:52]4)=[CH:32][CH:31]=3)=[O:7])[CH2:9]2)=[N:15][CH:16]=1)#[N:30]. The yield is 0.155. (5) The reactants are [OH:1][CH2:2][C@@H:3]([NH:14][C:15]([O:17]CC1C=CC=CC=1)=O)[CH2:4][N:5]1[CH2:13][CH2:12][CH2:11][C@H:6]1C(OC)=O.[H][H]. The catalyst is CO.[Pd]. The product is [OH:1][CH2:2][C@@H:3]1[CH2:4][N:5]2[CH2:13][CH2:12][CH2:11][C@H:6]2[C:15](=[O:17])[NH:14]1. The yield is 0.850. (6) The product is [Cl:1][C:2]1[N:9]=[C:8]([NH:29][C:26]2[CH:25]=[C:24]([CH:21]3[CH2:23][CH2:22]3)[NH:28][N:27]=2)[C:7]([Cl:11])=[CH:6][C:3]=1[C:4]#[N:5]. The catalyst is CCCCO. The yield is 0.430. The reactants are [Cl:1][C:2]1[N:9]=[C:8](Cl)[C:7]([Cl:11])=[CH:6][C:3]=1[C:4]#[N:5].CCN(C(C)C)C(C)C.[CH:21]1([C:24]2[NH:28][N:27]=[C:26]([NH2:29])[CH:25]=2)[CH2:23][CH2:22]1.